From a dataset of Full USPTO retrosynthesis dataset with 1.9M reactions from patents (1976-2016). Predict the reactants needed to synthesize the given product. (1) Given the product [CH2:9]([O:8][C:7]1[CH:6]=[CH:5][C:4]([NH2:11])=[N:3][CH:2]=1)[CH3:10], predict the reactants needed to synthesize it. The reactants are: Br[C:2]1[C:7]([O:8][CH2:9][CH3:10])=[CH:6][CH:5]=[C:4]([N+:11]([O-])=O)[N:3]=1. (2) Given the product [N:10]([C:9]1[C:8]([N+:5]([O-:7])=[O:6])=[CH:14][CH:13]=[CH:12][C:11]=1[O:15][CH2:16][C:17]([C:19]1[CH:24]=[CH:23][CH:22]=[CH:21][N:20]=1)=[CH2:18])=[N+:30]=[N-:31], predict the reactants needed to synthesize it. The reactants are: N([O-])=O.[Na+].[N+:5]([C:8]1[CH:14]=[CH:13][CH:12]=[C:11]([O:15][CH2:16][C:17]([C:19]2[CH:24]=[CH:23][CH:22]=[CH:21][N:20]=2)=[CH2:18])[C:9]=1[NH2:10])([O-:7])=[O:6].C(=O)(O)[O-].[Na+].[N-:30]=[N+:31]=[N-].[Na+].